Dataset: Forward reaction prediction with 1.9M reactions from USPTO patents (1976-2016). Task: Predict the product of the given reaction. (1) Given the reactants [CH3:1][O:2][C:3]1[CH:8]=[CH:7][CH:6]=[CH:5][C:4]=1[O:9][CH3:10].[C:11]([O:14][CH:15](OC(=O)C)[C:16]([CH3:18])=[CH2:17])(=[O:13])[CH3:12], predict the reaction product. The product is: [C:11]([O:14][CH:15]=[C:16]([CH3:18])[CH2:17][C:6]1[CH:7]=[CH:8][C:3]([O:2][CH3:1])=[C:4]([O:9][CH3:10])[CH:5]=1)(=[O:13])[CH3:12]. (2) Given the reactants [F:1][CH:2]([F:11])[C:3]1[CH:10]=[CH:9][C:6]([CH:7]=[O:8])=[CH:5][CH:4]=1.[N+:12]([CH:14](S(C1C=CC(C)=CC=1)(=O)=O)[CH3:15])#[C-:13].C([O-])([O-])=O.[K+].[K+], predict the reaction product. The product is: [F:1][CH:2]([F:11])[C:3]1[CH:4]=[CH:5][C:6]([C:7]2[O:8][CH:13]=[N:12][C:14]=2[CH3:15])=[CH:9][CH:10]=1. (3) The product is: [F:19][C:20]1[CH:21]=[C:22]([CH2:27][C:28]([NH:1][N:2]2[N:11]=[C:10]([C:12]3[S:13][CH:14]=[CH:15][C:16]=3[CH3:17])[C:9]3[C:4](=[CH:5][CH:6]=[CH:7][CH:8]=3)[C:3]2=[O:18])=[O:29])[CH:23]=[C:24]([F:26])[CH:25]=1. Given the reactants [NH2:1][N:2]1[N:11]=[C:10]([C:12]2[S:13][CH:14]=[CH:15][C:16]=2[CH3:17])[C:9]2[C:4](=[CH:5][CH:6]=[CH:7][CH:8]=2)[C:3]1=[O:18].[F:19][C:20]1[CH:21]=[C:22]([CH2:27][C:28](O)=[O:29])[CH:23]=[C:24]([F:26])[CH:25]=1, predict the reaction product. (4) Given the reactants [CH2:1]([O:8][C:9]1[CH:14]=[CH:13][NH:12][C:11](=[O:15])[CH:10]=1)[C:2]1[CH:7]=[CH:6][CH:5]=[CH:4][CH:3]=1.Br[C:17]1[S:21][C:20]([C:22]([NH:24][CH2:25][C:26]2[CH:31]=[CH:30][CH:29]=[C:28]([F:32])[CH:27]=2)=[O:23])=[C:19]([CH3:33])[CH:18]=1, predict the reaction product. The product is: [CH2:1]([O:8][C:9]1[CH:14]=[CH:13][N:12]([C:17]2[S:21][C:20]([C:22]([NH:24][CH2:25][C:26]3[CH:31]=[CH:30][CH:29]=[C:28]([F:32])[CH:27]=3)=[O:23])=[C:19]([CH3:33])[CH:18]=2)[C:11](=[O:15])[CH:10]=1)[C:2]1[CH:3]=[CH:4][CH:5]=[CH:6][CH:7]=1. (5) Given the reactants Cl[C:2]1[CH:3]=[C:4]([NH:10][C:11]2[CH:15]=[C:14]([CH3:16])[O:13][N:12]=2)[C:5](=[O:9])[N:6]([CH3:8])[N:7]=1.[C:17]([O:20][CH2:21][C:22]1[C:23]([N:37]2[N:46]=[CH:45][C:44]3[C:39](=[C:40]([F:51])[CH:41]=[C:42]([C:47]([CH3:50])([CH3:49])[CH3:48])[CH:43]=3)[C:38]2=[O:52])=[N:24][CH:25]=[CH:26][C:27]=1B1OC(C)(C)C(C)(C)O1)(=[O:19])[CH3:18].C([O-])(=O)C.[K+].[O-]P([O-])([O-])=O.[K+].[K+].[K+], predict the reaction product. The product is: [C:17]([O:20][CH2:21][C:22]1[C:23]([N:37]2[N:46]=[CH:45][C:44]3[C:39](=[C:40]([F:51])[CH:41]=[C:42]([C:47]([CH3:49])([CH3:48])[CH3:50])[CH:43]=3)[C:38]2=[O:52])=[N:24][CH:25]=[CH:26][C:27]=1[C:2]1[CH:3]=[C:4]([NH:10][C:11]2[CH:15]=[C:14]([CH3:16])[O:13][N:12]=2)[C:5](=[O:9])[N:6]([CH3:8])[N:7]=1)(=[O:19])[CH3:18]. (6) Given the reactants C([Li])(C)(C)C.Br[C:7]1[CH:12]=[CH:11][C:10]([N:13]2[CH2:18][CH:17]([CH3:19])[O:16][CH:15]([CH3:20])[CH2:14]2)=[C:9]([CH:21]2[O:25]CCO2)[CH:8]=1.CON(C)[C:29](=[O:31])[CH3:30], predict the reaction product. The product is: [C:29]([C:7]1[CH:12]=[CH:11][C:10]([N:13]2[CH2:14][CH:15]([CH3:20])[O:16][CH:17]([CH3:19])[CH2:18]2)=[C:9]([CH:8]=1)[CH:21]=[O:25])(=[O:31])[CH3:30].